From a dataset of Full USPTO retrosynthesis dataset with 1.9M reactions from patents (1976-2016). Predict the reactants needed to synthesize the given product. (1) The reactants are: C(N(CC)CC)C.[O:8]=[C:9]1[N:15]([CH:16]2[CH2:21][CH2:20][N:19]([C:22]([O:24][C@@H:25]([C:39]([OH:41])=O)[CH2:26][C:27]3[CH:32]=[C:31]([C:33]([F:36])([F:35])[F:34])[C:30]([NH2:37])=[C:29]([Cl:38])[CH:28]=3)=[O:23])[CH2:18][CH2:17]2)[CH2:14][CH2:13][C:12]2[CH:42]=[CH:43][CH:44]=[CH:45][C:11]=2[NH:10]1.[CH3:46][N:47]1[CH2:52][CH2:51][N:50]([CH:53]2[CH2:58][CH2:57][NH:56][CH2:55][CH2:54]2)[C@H:49]([C:59]([O:61][CH2:62][CH3:63])=[O:60])[CH2:48]1.CN(C(ON1N=NC2C=CC=CC1=2)=[N+](C)C)C.[B-](F)(F)(F)F. Given the product [NH2:37][C:30]1[C:31]([C:33]([F:36])([F:35])[F:34])=[CH:32][C:27]([CH2:26][C@@H:25]([O:24][C:22]([N:19]2[CH2:20][CH2:21][CH:16]([N:15]3[CH2:14][CH2:13][C:12]4[CH:42]=[CH:43][CH:44]=[CH:45][C:11]=4[NH:10][C:9]3=[O:8])[CH2:17][CH2:18]2)=[O:23])[C:39]([N:56]2[CH2:57][CH2:58][CH:53]([N:50]3[CH2:51][CH2:52][N:47]([CH3:46])[CH2:48][C@H:49]3[C:59]([O:61][CH2:62][CH3:63])=[O:60])[CH2:54][CH2:55]2)=[O:41])=[CH:28][C:29]=1[Cl:38], predict the reactants needed to synthesize it. (2) Given the product [F:25][C:22]1[CH:21]=[CH:20][C:19]([C:17]2[O:18][C:14]3[CH:13]=[C:12]([N:31]([CH3:36])[S:32]([CH3:35])(=[O:34])=[O:33])[C:11]([C:8]4[CH:9]=[CH:10][C:5]5[N:6]([C:2]([C:41]6[CH:42]=[CH:43][C:38]([F:37])=[CH:39][CH:40]=6)=[CH:3][N:4]=5)[CH:7]=4)=[CH:30][C:15]=3[C:16]=2[C:26]([NH:28][CH3:29])=[O:27])=[CH:24][CH:23]=1, predict the reactants needed to synthesize it. The reactants are: Br[C:2]1[N:6]2[CH:7]=[C:8]([C:11]3[C:12]([N:31]([CH3:36])[S:32]([CH3:35])(=[O:34])=[O:33])=[CH:13][C:14]4[O:18][C:17]([C:19]5[CH:24]=[CH:23][C:22]([F:25])=[CH:21][CH:20]=5)=[C:16]([C:26]([NH:28][CH3:29])=[O:27])[C:15]=4[CH:30]=3)[CH:9]=[CH:10][C:5]2=[N:4][CH:3]=1.[F:37][C:38]1[CH:43]=[CH:42][C:41](B(O)O)=[CH:40][CH:39]=1.[O-]P([O-])([O-])=O.[K+].[K+].[K+]. (3) Given the product [NH2:12][C@H:11]1[C@@H:8]([CH2:7][N:5]2[N:4]=[N:3][C:2]([CH3:1])=[N:6]2)[NH:9][C:10]1=[O:23], predict the reactants needed to synthesize it. The reactants are: [CH3:1][C:2]1[N:3]=[N:4][N:5]([CH2:7][C@@H:8]2[C@H:11]([NH:12]C(=O)OCC3C=CC=CC=3)[C:10](=[O:23])[NH:9]2)[N:6]=1. (4) Given the product [CH2:1]([O:8][C:9]1[CH:10]=[C:11]([C:12]2[C:27]([C:25]#[N:26])=[C:28]([OH:29])[N:24]=[C:22]([NH:21][CH:18]3[CH2:20][CH2:19]3)[N:23]=2)[CH:14]=[CH:15][N:16]=1)[C:2]1[CH:7]=[CH:6][CH:5]=[CH:4][CH:3]=1, predict the reactants needed to synthesize it. The reactants are: [CH2:1]([O:8][C:9]1[CH:10]=[C:11]([CH:14]=[CH:15][N:16]=1)[CH:12]=O)[C:2]1[CH:7]=[CH:6][CH:5]=[CH:4][CH:3]=1.Cl.[CH:18]1([NH:21][C:22]([NH2:24])=[NH:23])[CH2:20][CH2:19]1.[C:25]([CH2:27][C:28](OCC)=[O:29])#[N:26].C(=O)([O-])[O-].[K+].[K+].